From a dataset of NCI-60 drug combinations with 297,098 pairs across 59 cell lines. Regression. Given two drug SMILES strings and cell line genomic features, predict the synergy score measuring deviation from expected non-interaction effect. (1) Drug 1: CC1=C(C(=CC=C1)Cl)NC(=O)C2=CN=C(S2)NC3=CC(=NC(=N3)C)N4CCN(CC4)CCO. Drug 2: COCCOC1=C(C=C2C(=C1)C(=NC=N2)NC3=CC=CC(=C3)C#C)OCCOC.Cl. Cell line: SK-MEL-5. Synergy scores: CSS=4.84, Synergy_ZIP=5.59, Synergy_Bliss=0.733, Synergy_Loewe=-0.758, Synergy_HSA=-1.11. (2) Drug 1: C1C(C(OC1N2C=NC3=C(N=C(N=C32)Cl)N)CO)O. Drug 2: C1=CC=C(C(=C1)C(C2=CC=C(C=C2)Cl)C(Cl)Cl)Cl. Cell line: 786-0. Synergy scores: CSS=6.54, Synergy_ZIP=-2.02, Synergy_Bliss=1.92, Synergy_Loewe=-5.82, Synergy_HSA=0.351. (3) Drug 1: C1CCC(CC1)NC(=O)N(CCCl)N=O. Drug 2: C1=CC=C(C(=C1)C(C2=CC=C(C=C2)Cl)C(Cl)Cl)Cl. Cell line: MCF7. Synergy scores: CSS=2.26, Synergy_ZIP=-4.35, Synergy_Bliss=0.831, Synergy_Loewe=-6.19, Synergy_HSA=-0.395. (4) Drug 1: C1CN1C2=NC(=NC(=N2)N3CC3)N4CC4. Drug 2: CCC1=CC2CC(C3=C(CN(C2)C1)C4=CC=CC=C4N3)(C5=C(C=C6C(=C5)C78CCN9C7C(C=CC9)(C(C(C8N6C)(C(=O)OC)O)OC(=O)C)CC)OC)C(=O)OC.C(C(C(=O)O)O)(C(=O)O)O. Cell line: HCT-15. Synergy scores: CSS=36.4, Synergy_ZIP=-5.91, Synergy_Bliss=-7.65, Synergy_Loewe=-8.17, Synergy_HSA=-3.61.